From a dataset of Reaction yield outcomes from USPTO patents with 853,638 reactions. Predict the reaction yield, written as a fraction of the theoretical maximum amount of product (1.0 means a 100% yield; for example, 0.34 means a 34% yield). (1) The reactants are [NH:1]1[CH2:6]C[C:4]2([C:14]3[C:9](=[CH:10][CH:11]=[CH:12][CH:13]=3)[CH2:8][CH2:7]2)[NH:3][C:2]1=[S:15].[CH3:16]I. The catalyst is CO. The product is [CH3:16][S:15][C:2]1[NH:1][CH2:6][C:4]2([N:3]=1)[C:14]1[C:9](=[CH:10][CH:11]=[CH:12][CH:13]=1)[CH2:8][CH2:7]2. The yield is 0.550. (2) The reactants are [C:1]([C:3]1[CH:4]=[N:5][C:6]2[C:11]([C:12]=1[OH:13])=[C:10]([O:14][CH:15]1[CH2:20][CH2:19][O:18][CH2:17][CH2:16]1)[CH:9]=[C:8](F)[CH:7]=2)#[N:2].[N:22]1([CH2:28][CH2:29][CH2:30][OH:31])[CH2:27][CH2:26][O:25][CH2:24][CH2:23]1.CC(C)([O-])C.[K+].C(O)(=O)C. The catalyst is CS(C)=O.O. The product is [C:1]([C:3]1[CH:4]=[N:5][C:6]2[C:11]([C:12]=1[OH:13])=[C:10]([O:14][CH:15]1[CH2:20][CH2:19][O:18][CH2:17][CH2:16]1)[CH:9]=[C:8]([O:31][CH2:30][CH2:29][CH2:28][N:22]1[CH2:27][CH2:26][O:25][CH2:24][CH2:23]1)[CH:7]=2)#[N:2]. The yield is 0.440.